Dataset: Catalyst prediction with 721,799 reactions and 888 catalyst types from USPTO. Task: Predict which catalyst facilitates the given reaction. (1) Reactant: [Cl:1][C:2]1[CH:3]=[C:4]([CH:7]=[CH:8][C:9]=1[F:10])[C:5]#[N:6].Cl.[NH2:12][OH:13].C(=O)([O-])[O-].[K+].[K+]. Product: [Cl:1][C:2]1[CH:3]=[C:4]([CH:7]=[CH:8][C:9]=1[F:10])[C:5](=[N:12][OH:13])[NH2:6]. The catalyst class is: 8. (2) Reactant: Cl[C:2]1[N:7]=[CH:6][CH:5]=[CH:4][N:3]=1.[NH:8]1[CH2:13][CH2:12][NH:11][CH2:10][CH2:9]1. Product: [N:8]1([C:2]2[N:7]=[CH:6][CH:5]=[CH:4][N:3]=2)[CH2:13][CH2:12][NH:11][CH2:10][CH2:9]1. The catalyst class is: 85. (3) Reactant: Cl.C(OC(=O)[NH:8][CH2:9][CH:10]1[CH2:15][CH2:14][CH:13]([NH:16][C:17]([C:19]2[C:28]3[C:23](=[CH:24][CH:25]=[CH:26][CH:27]=3)[CH:22]=[CH:21][CH:20]=2)=[O:18])[CH2:12][CH2:11]1)(C)(C)C. Product: [NH2:8][CH2:9][CH:10]1[CH2:11][CH2:12][CH:13]([NH:16][C:17]([C:19]2[C:28]3[C:23](=[CH:24][CH:25]=[CH:26][CH:27]=3)[CH:22]=[CH:21][CH:20]=2)=[O:18])[CH2:14][CH2:15]1. The catalyst class is: 346. (4) Reactant: Br[CH2:2][C:3]1[CH:12]=[C:11]2[C:6]([CH:7]=[CH:8][C:9](=[O:13])[O:10]2)=[CH:5][CH:4]=1.[F:14][C:15]1[CH:20]=[CH:19][C:18]([F:21])=[CH:17][C:16]=1[OH:22].C(=O)([O-])[O-].[K+].[K+].O. Product: [F:14][C:15]1[CH:20]=[CH:19][C:18]([F:21])=[CH:17][C:16]=1[O:22][CH2:2][C:3]1[CH:12]=[C:11]2[C:6]([CH:7]=[CH:8][C:9](=[O:13])[O:10]2)=[CH:5][CH:4]=1. The catalyst class is: 9. (5) Reactant: [O:1]=[C:2]1[CH2:7][CH2:6][N:5]([C:8]([O:10][C:11]([CH3:14])([CH3:13])[CH3:12])=[O:9])[CH2:4][CH2:3]1.[CH3:15][O:16][C:17]1[CH:22]=[CH:21][C:20]([Mg]Br)=[CH:19][CH:18]=1. Product: [OH:1][C:2]1([C:20]2[CH:21]=[CH:22][C:17]([O:16][CH3:15])=[CH:18][CH:19]=2)[CH2:3][CH2:4][N:5]([C:8]([O:10][C:11]([CH3:14])([CH3:13])[CH3:12])=[O:9])[CH2:6][CH2:7]1. The catalyst class is: 27. (6) Reactant: [Br:1][C:2]1[CH:13]=[C:12]([N+:14]([O-])=O)[C:5]([O:6][CH2:7][C:8](OC)=[O:9])=[C:4]([Cl:17])[CH:3]=1. Product: [Br:1][C:2]1[CH:3]=[C:4]([Cl:17])[C:5]2[O:6][CH2:7][C:8](=[O:9])[NH:14][C:12]=2[CH:13]=1. The catalyst class is: 183. (7) Reactant: Cl[C:2]1[CH:7]=[CH:6][C:5]([N+:8]([O-:10])=[O:9])=[CH:4][N:3]=1.[F:11][C:12]([F:17])([F:16])[CH:13]([OH:15])[CH3:14].[H-].[Na+]. Product: [N+:8]([C:5]1[CH:6]=[CH:7][C:2]([O:15][CH:13]([CH3:14])[C:12]([F:17])([F:16])[F:11])=[N:3][CH:4]=1)([O-:10])=[O:9]. The catalyst class is: 3.